From a dataset of Full USPTO retrosynthesis dataset with 1.9M reactions from patents (1976-2016). Predict the reactants needed to synthesize the given product. (1) Given the product [Br:31][C:27]1[C:28]([F:30])=[CH:29][C:21]([CH:18]2[CH2:19][CH2:20]2)=[CH:22][C:23]=1[C:24]([OH:26])=[O:25], predict the reactants needed to synthesize it. The reactants are: C1SCC(C(O)=O)NC1C(O)=O.[Li]C(CC)C.[CH:18]1([C:21]2[CH:22]=[C:23]([CH:27]=[C:28]([F:30])[CH:29]=2)[C:24]([OH:26])=[O:25])[CH2:20][CH2:19]1.[Br:31]C(Cl)(Cl)C(Cl)(Cl)Br. (2) Given the product [Cl:14][C:15]1[C:24]2[C:19](=[C:20]([CH3:42])[CH:21]=[C:22]([C:25]([C:35]3[N:39]([CH3:40])[C:38]([CH3:41])=[N:37][CH:36]=3)([C:26]3[C:27]([CH3:33])=[N:28][N:29]([CH3:32])[C:30]=3[CH3:31])[OH:34])[CH:23]=2)[N:18]=[C:17]([O:43][CH3:44])[C:16]=1[O:6][CH2:7][C:8]([F:11])([F:10])[F:9], predict the reactants needed to synthesize it. The reactants are: FC(F)(F)S([O:6][CH2:7][C:8]([F:11])([F:10])[F:9])(=O)=O.[Cl:14][C:15]1[C:24]2[C:19](=[C:20]([CH3:42])[CH:21]=[C:22]([C:25]([C:35]3[N:39]([CH3:40])[C:38]([CH3:41])=[N:37][CH:36]=3)([OH:34])[C:26]3[C:27]([CH3:33])=[N:28][N:29]([CH3:32])[C:30]=3[CH3:31])[CH:23]=2)[N:18]=[C:17]([O:43][CH3:44])[C:16]=1O.C([O-])([O-])=O.[Cs+].[Cs+].